From a dataset of Full USPTO retrosynthesis dataset with 1.9M reactions from patents (1976-2016). Predict the reactants needed to synthesize the given product. (1) The reactants are: [Cl:1][C:2]1[C:3]([F:30])=[C:4]([NH:8][C:9]2[C:18]3[C:13](=[CH:14][C:15]([O:28][CH3:29])=[C:16]([CH2:19][NH:20][CH:21]4[CH2:26][CH2:25][CH2:24][NH:23][C:22]4=[O:27])[CH:17]=3)[N:12]=[CH:11][N:10]=2)[CH:5]=[CH:6][CH:7]=1.C=O.S([O-])([O-])(=O)=O.[Mg+2].[C:39]([BH3-])#N.[Na+]. Given the product [Cl:1][C:2]1[C:3]([F:30])=[C:4]([NH:8][C:9]2[C:18]3[C:13](=[CH:14][C:15]([O:28][CH3:29])=[C:16]([CH2:19][N:20]([CH3:39])[CH:21]4[CH2:26][CH2:25][CH2:24][NH:23][C:22]4=[O:27])[CH:17]=3)[N:12]=[CH:11][N:10]=2)[CH:5]=[CH:6][CH:7]=1, predict the reactants needed to synthesize it. (2) Given the product [C:1]([O:5][C:6](=[O:41])[NH:7][C@H:8]1[CH2:13][CH2:12][C@H:11]([O:14][C:15]2[C:16]3[CH2:38][CH:33]=[CH:32][CH2:31][CH2:30][C:29]4[CH:28]=[C:27]([CH3:34])[N:26]=[C:25]([O:35][CH3:36])[C:24]=4[CH2:23][NH:22][C:21](=[O:37])[C:17]=3[CH:18]=[CH:19][CH:20]=2)[CH2:10][CH2:9]1)([CH3:4])([CH3:3])[CH3:2], predict the reactants needed to synthesize it. The reactants are: [C:1]([O:5][C:6](=[O:41])[NH:7][C@H:8]1[CH2:13][CH2:12][C@H:11]([O:14][C:15]2[CH:20]=[CH:19][CH:18]=[C:17]([C:21](=[O:37])[NH:22][CH2:23][C:24]3[C:25]([O:35][CH3:36])=[N:26][C:27]([CH3:34])=[CH:28][C:29]=3[CH2:30][CH2:31][CH:32]=[CH2:33])[C:16]=2[CH2:38]C=C)[CH2:10][CH2:9]1)([CH3:4])([CH3:3])[CH3:2].